From a dataset of Forward reaction prediction with 1.9M reactions from USPTO patents (1976-2016). Predict the product of the given reaction. (1) Given the reactants [CH2:1]([N:8]([CH2:17][C:18]1[CH:23]=[CH:22][CH:21]=[CH:20][CH:19]=1)[C:9]1[CH:14]=[CH:13][C:12]([F:15])=[CH:11][C:10]=1[F:16])[C:2]1[CH:7]=[CH:6][CH:5]=[CH:4][CH:3]=1.C([Li])CCC.CN(C)[CH:31]=[O:32].O, predict the reaction product. The product is: [CH2:17]([N:8]([CH2:1][C:2]1[CH:3]=[CH:4][CH:5]=[CH:6][CH:7]=1)[C:9]1[C:10]([F:16])=[C:11]([C:12]([F:15])=[CH:13][CH:14]=1)[CH:31]=[O:32])[C:18]1[CH:23]=[CH:22][CH:21]=[CH:20][CH:19]=1. (2) The product is: [CH3:18][O:19][C:20]([NH:12][C@H:8]([C:9]([OH:11])=[O:10])[CH2:7][C:6]1[CH:5]=[CH:4][C:3]([N+:13]([O-:15])=[O:14])=[CH:2][CH:1]=1)=[O:21]. Given the reactants [CH:1]1[C:6]([CH2:7][C@H:8]([NH2:12])[C:9]([OH:11])=[O:10])=[CH:5][CH:4]=[C:3]([N+:13]([O-:15])=[O:14])[CH:2]=1.[OH-].[Na+].[CH3:18][O:19][C:20](Cl)=[O:21], predict the reaction product. (3) The product is: [F:1][C:2]1[CH:3]=[CH:4][C:5]2[N:9]=[C:8]([C@@H:10]([NH:12][C:21]3[N:29]=[CH:28][N:27]=[C:26]4[C:22]=3[N:23]=[CH:24][NH:25]4)[CH3:11])[N:7]([CH:13]3[CH2:16][CH:15]([O:17][CH3:18])[CH2:14]3)[C:6]=2[CH:19]=1. Given the reactants [F:1][C:2]1[CH:3]=[CH:4][C:5]2[N:9]=[C:8]([C@@H:10]([NH2:12])[CH3:11])[N:7]([C@H:13]3[CH2:16][C@H:15]([O:17][CH3:18])[CH2:14]3)[C:6]=2[CH:19]=1.Cl[C:21]1[N:29]=[CH:28][N:27]=[C:26]2[C:22]=1[N:23]=[CH:24][N:25]2C1CCCCO1.CCN(C(C)C)C(C)C, predict the reaction product. (4) The product is: [C:2]1([CH2:1][O:8][C:9]2[CH:10]=[C:11]([C:21]3[CH:29]=[C:28]4[C:24]([C:25]([NH:38][C:39](=[O:43])[CH2:40][CH2:41][CH3:42])=[N:26][N:27]4[CH2:30][O:31][CH2:32][CH2:33][Si:34]([CH3:37])([CH3:35])[CH3:36])=[CH:23][CH:22]=3)[CH:12]=[CH:13][CH:14]=2)[CH:7]=[CH:6][CH:5]=[CH:4][CH:3]=1. Given the reactants [CH2:1]([O:8][C:9]1[CH:10]=[C:11](B(O)O)[CH:12]=[CH:13][CH:14]=1)[C:2]1[CH:7]=[CH:6][CH:5]=[CH:4][CH:3]=1.[F-].[Cs+].Cl[C:21]1[CH:29]=[C:28]2[C:24]([C:25]([NH:38][C:39](=[O:43])[CH2:40][CH2:41][CH3:42])=[N:26][N:27]2[CH2:30][O:31][CH2:32][CH2:33][Si:34]([CH3:37])([CH3:36])[CH3:35])=[CH:23][CH:22]=1, predict the reaction product.